This data is from Reaction yield outcomes from USPTO patents with 853,638 reactions. The task is: Predict the reaction yield, written as a fraction of the theoretical maximum amount of product (1.0 means a 100% yield; for example, 0.34 means a 34% yield). (1) The catalyst is CCO. The yield is 1.00. The reactants are C([O:3][C:4]([C:6]1([NH:15][C:16]([C:18]2[C:27]3[C:22](=[CH:23][CH:24]=[CH:25][CH:26]=3)[C:21]([F:28])=[CH:20][CH:19]=2)=[O:17])[CH2:14][C:13]2[C:8](=[CH:9][CH:10]=[CH:11][CH:12]=2)[CH2:7]1)=[O:5])C.[OH-].[K+].O. The product is [F:28][C:21]1[C:22]2[C:27](=[CH:26][CH:25]=[CH:24][CH:23]=2)[C:18]([C:16]([NH:15][C:6]2([C:4]([OH:5])=[O:3])[CH2:7][C:8]3[C:13](=[CH:12][CH:11]=[CH:10][CH:9]=3)[CH2:14]2)=[O:17])=[CH:19][CH:20]=1. (2) The catalyst is CO.CC(C)[O-].[Ti+4].CC(C)[O-].CC(C)[O-].CC(C)[O-].C(OCC)(=O)C. The reactants are [CH2:1]([O:3][C:4]([C:6]1[NH:7][C:8]2[C:13]([CH:14]=1)=[CH:12][C:11]([NH2:15])=[CH:10][CH:9]=2)=[O:5])[CH3:2].[CH2:16]([N:18]1[CH2:23][CH2:22][CH2:21][CH2:20][C:19]1=O)[CH3:17].[BH4-].[Na+].[OH-].[Na+]. The product is [CH2:1]([O:3][C:4]([C:6]1[NH:7][C:8]2[C:13]([CH:14]=1)=[CH:12][C:11]([NH:15][CH:21]1[CH2:22][CH2:23][N:18]([CH2:16][CH3:17])[CH2:19][CH2:20]1)=[CH:10][CH:9]=2)=[O:5])[CH3:2]. The yield is 0.760. (3) The reactants are [CH2:1]([O:3][C:4](=[O:22])[C@@H:5]([NH:13][C:14]([C:16]1S[C:18]([Br:21])=[CH:19][CH:20]=1)=[O:15])[CH2:6][CH2:7][C:8]([O:10][CH2:11][CH3:12])=[O:9])[CH3:2].BrC1[O:28]C(C(O)=O)=CC=1. No catalyst specified. The product is [CH2:1]([O:3][C:4](=[O:22])[C@@H:5]([NH:13][C:14]([C:16]1[O:28][C:18]([Br:21])=[CH:19][CH:20]=1)=[O:15])[CH2:6][CH2:7][C:8]([O:10][CH2:11][CH3:12])=[O:9])[CH3:2]. The yield is 0.720. (4) The reactants are [N+]([O-])(O)=O.OS(O)(=O)=O.[CH3:10][C:11]1C=C(C=CC=1)C(O)=O.CC1C([N+]([O-])=O)=C(C([N+]([O-])=O)=CC=1)C(O)=O.[CH3:36][C:37]1[C:38]([N+:49]([O-:51])=[O:50])=[CH:39][C:40]([N+:46]([O-:48])=[O:47])=[C:41]([CH:45]=1)[C:42]([OH:44])=[O:43].O=S(Cl)Cl. The catalyst is CCO. The product is [CH2:10]([O:43][C:42](=[O:44])[C:41]1[CH:45]=[C:37]([CH3:36])[C:38]([N+:49]([O-:51])=[O:50])=[CH:39][C:40]=1[N+:46]([O-:48])=[O:47])[CH3:11]. The yield is 0.200. (5) The product is [CH3:34][N:33]([S:30]([N:7]([C@@H:5]([CH3:6])[C:4]([OH:36])=[O:3])[CH2:8][C:9]1[CH:14]=[CH:13][CH:12]=[C:11]([O:15][CH2:16][C:17]2[N:18]=[C:19]([C:23]3[CH:24]=[CH:25][C:26]([CH3:29])=[CH:27][CH:28]=3)[O:20][C:21]=2[CH3:22])[CH:10]=1)(=[O:31])=[O:32])[CH3:35]. The yield is 0.990. The reactants are C([O:3][C:4](=[O:36])[C@@H:5]([N:7]([S:30]([N:33]([CH3:35])[CH3:34])(=[O:32])=[O:31])[CH2:8][C:9]1[CH:14]=[CH:13][CH:12]=[C:11]([O:15][CH2:16][C:17]2[N:18]=[C:19]([C:23]3[CH:28]=[CH:27][C:26]([CH3:29])=[CH:25][CH:24]=3)[O:20][C:21]=2[CH3:22])[CH:10]=1)[CH3:6])C.O.[OH-].[Li+]. No catalyst specified. (6) The reactants are [CH:1]([O:8][CH2:9][CH3:10])([O:5][CH2:6][CH3:7])OCC.B(F)(F)F.CCOCC.[F:20][C:21]1[CH:22]=[C:23]2[C:40](=[CH:41][CH:42]=1)[O:39][C:26]1([CH2:31][CH2:30][N:29]([C:32]([O:34][C:35]([CH3:38])([CH3:37])[CH3:36])=[O:33])[CH2:28][CH2:27]1)[CH2:25][C:24]2=[O:43].CCN(C(C)C)C(C)C.C(=O)(O)[O-].[Na+]. The catalyst is ClCCl. The product is [CH2:9]([O:8][CH:1]([O:5][CH2:6][CH3:7])[CH:25]1[C:26]2([CH2:27][CH2:28][N:29]([C:32]([O:34][C:35]([CH3:36])([CH3:37])[CH3:38])=[O:33])[CH2:30][CH2:31]2)[O:39][C:40]2[C:23](=[CH:22][C:21]([F:20])=[CH:42][CH:41]=2)[C:24]1=[O:43])[CH3:10]. The yield is 0.220.